Dataset: Full USPTO retrosynthesis dataset with 1.9M reactions from patents (1976-2016). Task: Predict the reactants needed to synthesize the given product. Given the product [CH3:1][N:2]1[C@@H:12]2[CH2:13][C:14]3[CH:19]=[CH:18][C:17]([O:20][CH3:21])=[C:16]4[O:22][C@H:6]5[C:7]([CH2:9][CH2:10][C@:11]2([OH:23])[C@:5]5([C:15]=34)[CH2:4][CH2:3]1)=[O:8], predict the reactants needed to synthesize it. The reactants are: [CH3:1][N:2]1[C@@H:12]2[CH2:13][C:14]3[CH:19]=[CH:18][C:17]([O:20][CH3:21])=[C:16]4[O:22][CH:6]5[C:7]([CH:9]=[CH:10][C@:11]2([OH:23])[C@:5]5([C:15]=34)[CH2:4][CH2:3]1)=[O:8].